From a dataset of Peptide-MHC class II binding affinity with 134,281 pairs from IEDB. Regression. Given a peptide amino acid sequence and an MHC pseudo amino acid sequence, predict their binding affinity value. This is MHC class II binding data. (1) The binding affinity (normalized) is 0.886. The peptide sequence is EKKYFAATQLEPLAA. The MHC is HLA-DPA10301-DPB10402 with pseudo-sequence HLA-DPA10301-DPB10402. (2) The peptide sequence is IDTLKKNENIKEL. The MHC is HLA-DPA10201-DPB10101 with pseudo-sequence HLA-DPA10201-DPB10101. The binding affinity (normalized) is 0.216.